This data is from Catalyst prediction with 721,799 reactions and 888 catalyst types from USPTO. The task is: Predict which catalyst facilitates the given reaction. (1) Reactant: [F:1][C:2]([F:20])([F:19])[C:3]1[CH:8]=[CH:7][CH:6]=[CH:5][C:4]=1[C:9]1[CH:14]=[CH:13][N:12]=[C:11]([C:15](=[N:17][OH:18])[NH2:16])[CH:10]=1.[C:21](N1C=CN=C1)(N1C=CN=C1)=[O:22].N12CCCN=C1CCCCC2.Cl. Product: [F:20][C:2]([F:19])([F:1])[C:3]1[CH:8]=[CH:7][CH:6]=[CH:5][C:4]=1[C:9]1[CH:14]=[CH:13][N:12]=[C:11]([C:15]2[NH:17][O:18][C:21](=[O:22])[N:16]=2)[CH:10]=1. The catalyst class is: 132. (2) Reactant: [Cl:1][C:2]1[CH:7]=[CH:6][C:5]([C:8]2[CH:13]=[CH:12][C:11]([O:14][C@@H:15]([CH3:20])[C:16]([O:18]C)=[O:17])=[CH:10][CH:9]=2)=[CH:4][C:3]=1[C:21]([NH:23][CH2:24][C:25]12[CH2:34][CH:29]3[CH2:30][CH:31]([CH2:33][CH:27]([CH2:28]3)[CH2:26]1)[CH2:32]2)=[O:22].[OH-].[K+].CO. Product: [Cl:1][C:2]1[CH:7]=[CH:6][C:5]([C:8]2[CH:13]=[CH:12][C:11]([O:14][C@@H:15]([CH3:20])[C:16]([OH:18])=[O:17])=[CH:10][CH:9]=2)=[CH:4][C:3]=1[C:21]([NH:23][CH2:24][C:25]12[CH2:32][CH:31]3[CH2:33][CH:27]([CH2:28][CH:29]([CH2:30]3)[CH2:34]1)[CH2:26]2)=[O:22]. The catalyst class is: 6. (3) Reactant: [Br:1][C:2]1[CH:3]=[C:4]([OH:11])[C:5]([N+:8]([O-])=O)=[CH:6][CH:7]=1.S(S([O-])=O)([O-])=O.[Na+].[Na+].Cl. Product: [NH2:8][C:5]1[CH:6]=[CH:7][C:2]([Br:1])=[CH:3][C:4]=1[OH:11]. The catalyst class is: 74. (4) Reactant: C1(P(C2C=CC=CC=2)C2C=CC=CC=2)C=CC=CC=1.CCOC(/N=N/C(OCC)=O)=O.[C:32]1([OH:38])[CH:37]=[CH:36][CH:35]=[CH:34][CH:33]=1.O[CH2:40][C:41]1[CH:42]=[C:43]([N:47]([CH2:53][C:54]2[CH:55]=[N:56][CH:57]=[CH:58][CH:59]=2)[S:48]([CH2:51][CH3:52])(=[O:50])=[O:49])[CH:44]=[CH:45][CH:46]=1. Product: [O:38]([CH2:40][C:41]1[CH:42]=[C:43]([N:47]([CH2:53][C:54]2[CH:55]=[N:56][CH:57]=[CH:58][CH:59]=2)[S:48]([CH2:51][CH3:52])(=[O:49])=[O:50])[CH:44]=[CH:45][CH:46]=1)[C:32]1[CH:37]=[CH:36][CH:35]=[CH:34][CH:33]=1. The catalyst class is: 49.